This data is from Full USPTO retrosynthesis dataset with 1.9M reactions from patents (1976-2016). The task is: Predict the reactants needed to synthesize the given product. (1) Given the product [F:1][C:2]1[CH:3]=[C:4]2[C:8](=[CH:9][CH:10]=1)[CH:7]([OH:11])[CH2:6][CH2:5]2, predict the reactants needed to synthesize it. The reactants are: [F:1][C:2]1[CH:3]=[C:4]2[C:8](=[CH:9][CH:10]=1)[C:7](=[O:11])[CH2:6][CH2:5]2.CO.[BH4-].[Na+]. (2) Given the product [CH2:1]([O:5][CH2:6][CH2:7][O:8][C:9]1[CH:14]=[CH:13][C:12]([C:15]2[CH:20]=[CH:19][C:18]([N:21]3[CH2:26][CH2:25][CH2:24][CH2:23][CH:22]3[CH3:27])=[C:17](/[CH:28]=[CH:29]/[C:30]([NH:59][C:58]3[CH:60]=[CH:61][C:55]([S@:53]([CH2:52][C:51]4[N:47]([CH2:44][CH2:45][CH3:46])[CH:48]=[N:49][CH:50]=4)=[O:54])=[CH:56][CH:57]=3)=[O:32])[CH:16]=2)=[CH:11][CH:10]=1)[CH2:2][CH2:3][CH3:4], predict the reactants needed to synthesize it. The reactants are: [CH2:1]([O:5][CH2:6][CH2:7][O:8][C:9]1[CH:14]=[CH:13][C:12]([C:15]2[CH:20]=[CH:19][C:18]([N:21]3[CH2:26][CH2:25][CH2:24][CH2:23][CH:22]3[CH3:27])=[C:17](/[CH:28]=[CH:29]/[C:30]([OH:32])=O)[CH:16]=2)=[CH:11][CH:10]=1)[CH2:2][CH2:3][CH3:4].CN(C=O)C.C(Cl)(=O)C(Cl)=O.[CH2:44]([N:47]1[C:51]([CH2:52][S@@:53]([C:55]2[CH:61]=[CH:60][C:58]([NH2:59])=[CH:57][CH:56]=2)=[O:54])=[CH:50][N:49]=[CH:48]1)[CH2:45][CH3:46]. (3) Given the product [CH3:12][C:13]1[CH:18]=[CH:17][CH:16]=[CH:15][C:14]=1[S:19]([N:22]1[C:26]([C:27]2[CH:32]=[CH:31][CH:30]=[CH:29][CH:28]=2)=[CH:25][C:24]([CH:33]=[O:34])=[CH:23]1)(=[O:21])=[O:20], predict the reactants needed to synthesize it. The reactants are: CC1C=CC=CC=1S(Cl)(=O)=O.[CH3:12][C:13]1[CH:18]=[CH:17][CH:16]=[CH:15][C:14]=1[S:19]([N:22]1[C:26]([C:27]2[CH:32]=[CH:31][CH:30]=[CH:29][CH:28]=2)=[CH:25][C:24]([C:33](OCC)=[O:34])=[CH:23]1)(=[O:21])=[O:20]. (4) Given the product [CH2:24]([N:28]1[CH2:33][CH2:32][N:31]([C:1](=[NH:2])[C:3]2[CH:4]=[C:5]([NH:9][C:10](=[O:23])[NH:11][C:12]3[CH:17]=[CH:16][C:15]([S:18]([NH:21][CH3:22])(=[O:19])=[O:20])=[CH:14][CH:13]=3)[CH:6]=[CH:7][CH:8]=2)[CH2:30][CH2:29]1)[CH2:25][CH2:26][CH3:27], predict the reactants needed to synthesize it. The reactants are: [C:1]([C:3]1[CH:4]=[C:5]([NH:9][C:10](=[O:23])[NH:11][C:12]2[CH:17]=[CH:16][C:15]([S:18]([NH:21][CH3:22])(=[O:20])=[O:19])=[CH:14][CH:13]=2)[CH:6]=[CH:7][CH:8]=1)#[N:2].[CH2:24]([N:28]1[CH2:33][CH2:32][NH:31][CH2:30][CH2:29]1)[CH2:25][CH2:26][CH3:27]. (5) Given the product [CH3:1][Si:2]([CH:5]([O:16][C:11](=[O:15])[C:12]([CH3:14])=[CH2:13])[Si:7]([CH3:10])([CH3:9])[CH3:8])([CH3:4])[CH3:3], predict the reactants needed to synthesize it. The reactants are: [CH3:1][Si:2]([CH:5]([Si:7]([CH3:10])([CH3:9])[CH3:8])Cl)([CH3:4])[CH3:3].[C:11]([O-:16])(=[O:15])[C:12]([CH3:14])=[CH2:13].[Na+]. (6) Given the product [CH3:1][NH:2][C:4]1[CH:9]=[CH:8][C:7]([N+:10]([O-:12])=[O:11])=[CH:6][N:5]=1, predict the reactants needed to synthesize it. The reactants are: [CH3:1][NH2:2].Cl[C:4]1[CH:9]=[CH:8][C:7]([N+:10]([O-:12])=[O:11])=[CH:6][N:5]=1. (7) Given the product [Br:1][C:2]1[CH:40]=[CH:39][C:5]([CH2:6][N:7]2[C:11]3[CH:12]=[CH:13][C:14]([O:16][CH2:17][C:18]4[CH:27]=[CH:26][C:25]5[C:20](=[CH:21][CH:22]=[CH:23][CH:24]=5)[N:19]=4)=[CH:15][C:10]=3[N:9]=[C:8]2[C@@H:28]2[C@H:29]([C:34]([O:36][CH2:37][CH3:38])=[O:35])[C:30]2([CH3:41])[CH3:31])=[CH:4][CH:3]=1, predict the reactants needed to synthesize it. The reactants are: [Br:1][C:2]1[CH:40]=[CH:39][C:5]([CH2:6][N:7]2[C:11]3[CH:12]=[CH:13][C:14]([O:16][CH2:17][C:18]4[CH:27]=[CH:26][C:25]5[C:20](=[CH:21][CH:22]=[CH:23][CH:24]=5)[N:19]=4)=[CH:15][C:10]=3[N:9]=[C:8]2[CH2:28][C:29]2([C:34]([O:36][CH2:37][CH3:38])=[O:35])CC[CH2:31][CH2:30]2)=[CH:4][CH:3]=1.[CH3:41]C1(C)[C@@H]2[C@H]1C(=O)OC2=O.